From a dataset of Forward reaction prediction with 1.9M reactions from USPTO patents (1976-2016). Predict the product of the given reaction. (1) Given the reactants [NH2:1][C:2]1[C:3]([C:25]([NH:27][CH3:28])=[O:26])=[N:4][C:5]([C:8]2[C:9]([CH3:24])=[N:10][N:11]([CH2:13][CH2:14][CH2:15][O:16]CC3C=CC=CC=3)[CH:12]=2)=[CH:6][CH:7]=1, predict the reaction product. The product is: [NH2:1][C:2]1[C:3]([C:25]([NH:27][CH3:28])=[O:26])=[N:4][C:5]([C:8]2[C:9]([CH3:24])=[N:10][N:11]([CH2:13][CH2:14][CH2:15][OH:16])[CH:12]=2)=[CH:6][CH:7]=1. (2) Given the reactants [OH-:1].[K+].[F:3][C:4]1[C:9]([O:10][CH3:11])=[CH:8][C:7]([O:12][CH3:13])=[CH:6][C:5]=1[C:14]1[C:23]2[N:22]=[CH:21][CH:20]=[N:19][C:18]=2[C:17]([C:24]#N)=[CH:16][CH:15]=1.[OH2:26], predict the reaction product. The product is: [F:3][C:4]1[C:9]([O:10][CH3:11])=[CH:8][C:7]([O:12][CH3:13])=[CH:6][C:5]=1[C:14]1[C:23]2[N:22]=[CH:21][CH:20]=[N:19][C:18]=2[C:17]([C:24]([OH:26])=[O:1])=[CH:16][CH:15]=1. (3) Given the reactants [CH3:1][C:2]1[C:7]2[NH:8][CH:9]=[N:10][C:6]=2[C:5]([C:11]([OH:13])=[O:12])=[CH:4][CH:3]=1.[N+:14]([O-])([O-:16])=[O:15].[K+], predict the reaction product. The product is: [CH3:1][C:2]1[C:7]2[NH:8][CH:9]=[N:10][C:6]=2[C:5]([C:11]([OH:13])=[O:12])=[CH:4][C:3]=1[N+:14]([O-:16])=[O:15]. (4) Given the reactants [CH3:1][C:2]1[CH:25]=[CH:24][C:5]([CH2:6][O:7][C@H:8]2[C@H:20]([OH:21])[C@H:19]([OH:22])[C@H:18]([CH3:23])[O:17][C@@H:9]2[S:10][C:11]2[CH:16]=[CH:15][CH:14]=[CH:13][CH:12]=2)=[CH:4][CH:3]=1.[Cl:26][C:27]1[CH:35]=[CH:34][C:30]([C:31](Cl)=[O:32])=[CH:29][CH:28]=1, predict the reaction product. The product is: [Cl:26][C:27]1[CH:35]=[CH:34][C:30]([C:31]([O:21][C@@H:20]2[C@H:19]([O:22][C:31](=[O:32])[C:30]3[CH:34]=[CH:35][C:27]([Cl:26])=[CH:28][CH:29]=3)[C@H:18]([CH3:23])[O:17][C@H:9]([S:10][C:11]3[CH:12]=[CH:13][CH:14]=[CH:15][CH:16]=3)[C@H:8]2[O:7][CH2:6][C:5]2[CH:4]=[CH:3][C:2]([CH3:1])=[CH:25][CH:24]=2)=[O:32])=[CH:29][CH:28]=1. (5) Given the reactants [ClH:1].[I:2][C:3]1[CH:4]=[C:5]([CH:8]=[CH:9][CH:10]=1)[C:6]#[N:7].[CH2:11]([OH:13])[CH3:12], predict the reaction product. The product is: [ClH:1].[I:2][C:3]1[CH:4]=[C:5]([CH:8]=[CH:9][CH:10]=1)[C:6](=[NH:7])[O:13][CH2:11][CH3:12]. (6) The product is: [CH2:18]([O:15][C:12]1[CH:13]=[CH:14][C:9]([C:6]2[CH:5]=[CH:4][C:3]([C:1]#[N:2])=[CH:8][CH:7]=2)=[CH:10][CH:11]=1)[CH:17]=[CH2:16]. Given the reactants [C:1]([C:3]1[CH:8]=[CH:7][C:6]([C:9]2[CH:14]=[CH:13][C:12]([OH:15])=[CH:11][CH:10]=2)=[CH:5][CH:4]=1)#[N:2].[CH2:16](Br)[CH:17]=[CH2:18].C(=O)([O-])[O-].[K+].[K+].CC(=O)CC, predict the reaction product. (7) Given the reactants [F:1][C:2]1[CH:3]=[C:4]([CH2:12][C:13]([O:15]C(C)(C)C)=[O:14])[CH:5]=[C:6]([F:11])[C:7]=1[N+:8]([O-:10])=[O:9].Cl, predict the reaction product. The product is: [F:1][C:2]1[CH:3]=[C:4]([CH2:12][C:13]([OH:15])=[O:14])[CH:5]=[C:6]([F:11])[C:7]=1[N+:8]([O-:10])=[O:9]. (8) The product is: [CH2:49]([O:51][C:52]([C:54]1[N:55]=[C:56]([CH2:60][CH2:61][O:62][CH3:63])[S:57][C:58]=1[NH:59][C:65]1[CH:66]=[N:67][CH:68]=[CH:69][CH:70]=1)=[O:53])[CH3:50]. Given the reactants CC1(C)C2C(=C(P(C3C=CC=CC=3)C3C=CC=CC=3)C=CC=2)OC2C(P(C3C=CC=CC=3)C3C=CC=CC=3)=CC=CC1=2.C(=O)([O-])[O-].[Cs+].[Cs+].[CH2:49]([O:51][C:52]([C:54]1[N:55]=[C:56]([CH2:60][CH2:61][O:62][CH3:63])[S:57][C:58]=1[NH2:59])=[O:53])[CH3:50].Br[C:65]1[CH:66]=[N:67][CH:68]=[CH:69][CH:70]=1, predict the reaction product. (9) Given the reactants Br[C:2]1[C:3]([CH3:20])=[CH:4][C:5]2[N:6]([CH:8]=[C:9]([C:11]3[CH:16]=[CH:15][C:14]([N:17]([CH3:19])[CH3:18])=[CH:13][CH:12]=3)[N:10]=2)[CH:7]=1.[CH2:21]([Sn](CCCC)(CCCC)C=C)[CH2:22]CC, predict the reaction product. The product is: [CH3:18][N:17]([CH3:19])[C:14]1[CH:15]=[CH:16][C:11]([C:9]2[N:10]=[C:5]3[CH:4]=[C:3]([CH3:20])[C:2]([CH:21]=[CH2:22])=[CH:7][N:6]3[CH:8]=2)=[CH:12][CH:13]=1.